Dataset: Full USPTO retrosynthesis dataset with 1.9M reactions from patents (1976-2016). Task: Predict the reactants needed to synthesize the given product. (1) Given the product [OH:1][C:2]1([C:9]2[S:13][C:12]([CH:14]([CH3:16])[CH3:15])=[N:11][CH:10]=2)[CH2:7][CH2:6][CH:5]([N:37]2[CH2:38][CH:39]([NH:41][C:42](=[O:59])[CH2:43][NH:44][C:45]3[C:54]4[C:49](=[CH:50][CH:51]=[C:52]([C:55]([F:56])([F:58])[F:57])[CH:53]=4)[N:48]=[CH:47][N:46]=3)[CH2:40]2)[CH2:4][CH2:3]1, predict the reactants needed to synthesize it. The reactants are: [OH:1][C:2]1([C:9]2[S:13][C:12]([CH:14]([CH3:16])[CH3:15])=[N:11][CH:10]=2)[CH2:7][CH2:6][C:5](=O)[CH2:4][CH2:3]1.BrC1SC(C(C)C)=NC=1.O1C2(CCC(=O)CC2)OCC1.[NH:37]1[CH2:40][CH:39]([NH:41][C:42](=[O:59])[CH2:43][NH:44][C:45]2[C:54]3[C:49](=[CH:50][CH:51]=[C:52]([C:55]([F:58])([F:57])[F:56])[CH:53]=3)[N:48]=[CH:47][N:46]=2)[CH2:38]1.[BH-](OC(C)=O)(OC(C)=O)OC(C)=O.[Na+]. (2) Given the product [O-:70][S:67]([C:66]([F:73])([F:72])[F:65])(=[O:69])=[O:68].[CH2:21]([C:20]1[CH:19]=[CH:18][C:41]([N:26]([C:23]2[CH:24]=[CH:25][C:20](/[CH:19]=[CH:18]/[C:15]3[CH:16]=[CH:17][C:12]([N:11]([C:8]4[CH:7]=[CH:6][C:5]([CH2:1][CH2:2][CH2:3][CH3:4])=[CH:10][CH:9]=4)[C:51]4[CH:56]=[CH:55][CH:54]=[C:53]([SH+:57][CH2:58][CH2:59][C:14]5[CH:15]=[CH:16][CH:17]=[CH:12][CH:13]=5)[CH:52]=4)=[CH:13][CH:14]=3)=[CH:21][CH:22]=2)[C:27]2[CH:28]=[C:29]([SH+:33][CH2:2][CH2:1][C:5]3[CH:10]=[CH:9][CH:8]=[CH:7][CH:6]=3)[CH:30]=[CH:31][CH:32]=2)=[CH:42][CH:25]=1)[CH2:22][CH2:23][CH3:24].[O-:70][S:67]([C:66]([F:73])([F:72])[F:65])(=[O:69])=[O:68], predict the reactants needed to synthesize it. The reactants are: [CH2:1]([C:5]1[CH:10]=[CH:9][C:8]([N:11]([C:51]2[CH:56]=[CH:55][CH:54]=[C:53]([S:57][CH2:58][C:59]3C=CC=CC=3)[CH:52]=2)[C:12]2[CH:17]=[CH:16][C:15](/[CH:18]=[CH:19]/[C:20]3[CH:25]=[CH:24][C:23]([N:26]([C:41]4C=CC(CCCC)=C[CH:42]=4)[C:27]4[CH:32]=[CH:31][CH:30]=[C:29]([S:33]CC5C=CC=CC=5)[CH:28]=4)=[CH:22][CH:21]=3)=[CH:14][CH:13]=2)=[CH:7][CH:6]=1)[CH2:2][CH2:3][CH3:4].[F:65][C:66]([F:73])([F:72])[S:67]([O:70]C)(=[O:69])=[O:68]. (3) Given the product [Br:1][C:6]1[C:5]([N+:10]([O-:12])=[O:11])=[CH:4][C:3]([Br:2])=[CH:8][N:7]=1, predict the reactants needed to synthesize it. The reactants are: [BrH:1].[Br:2][C:3]1[CH:4]=[C:5]([N+:10]([O-:12])=[O:11])[C:6](N)=[N:7][CH:8]=1.BrBr.S([O-])([O-])=O.[Na+].[Na+].[OH-].[Na+]. (4) Given the product [Cl:15][C:16]1[CH:17]=[C:18]([NH:19][CH2:13][C:8]2[C:9](=[O:12])[NH:10][C:11]3[C:6]([CH:7]=2)=[CH:5][CH:4]=[CH:3][C:2]=3[F:1])[CH:20]=[CH:21][CH:22]=1, predict the reactants needed to synthesize it. The reactants are: [F:1][C:2]1[CH:3]=[CH:4][CH:5]=[C:6]2[C:11]=1[NH:10][C:9](=[O:12])[C:8]([CH:13]=O)=[CH:7]2.[Cl:15][C:16]1[CH:17]=[C:18]([CH:20]=[CH:21][CH:22]=1)[NH2:19].C(O[BH-](OC(=O)C)OC(=O)C)(=O)C.[Na+]. (5) Given the product [Cl:12][C:13]1[CH:14]=[C:15]([CH:20]([NH:22][C:2]2[CH:7]=[C:6]([F:8])[CH:5]=[CH:4][C:3]=2[N+:9]([O-:11])=[O:10])[CH3:21])[CH:16]=[C:17]([Cl:19])[CH:18]=1, predict the reactants needed to synthesize it. The reactants are: F[C:2]1[CH:7]=[C:6]([F:8])[CH:5]=[CH:4][C:3]=1[N+:9]([O-:11])=[O:10].[Cl:12][C:13]1[CH:14]=[C:15]([CH:20]([NH2:22])[CH3:21])[CH:16]=[C:17]([Cl:19])[CH:18]=1.C(N(CC)C(C)C)(C)C. (6) Given the product [CH2:1]([N:3]1[C:7]([C:8]([C:9]2[CH:10]=[C:11]([CH:14]=[CH:15][CH:16]=2)[C:12]#[N:13])=[O:17])=[CH:6][N:5]=[CH:4]1)[CH3:2], predict the reactants needed to synthesize it. The reactants are: [CH2:1]([N:3]1[C:7]([CH:8]([OH:17])[C:9]2[CH:10]=[C:11]([CH:14]=[CH:15][CH:16]=2)[C:12]#[N:13])=[CH:6][N:5]=[CH:4]1)[CH3:2]. (7) Given the product [O:21]1[C:22]2[C:23](=[N:24][CH:25]=[CH:26][CH:27]=2)[O:28][C@@H:19]([C:16]2[CH:15]=[CH:14][C:13]([CH2:12][N:9]3[CH2:10][CH2:11][CH:6]([O:35][CH2:36][C:37]([NH2:39])=[O:38])[CH2:7][CH2:8]3)=[CH:18][CH:17]=2)[CH2:20]1, predict the reactants needed to synthesize it. The reactants are: C(OC([CH:6]1[CH2:11][CH2:10][N:9]([CH2:12][C:13]2[CH:18]=[CH:17][C:16]([C@@H:19]3[O:28][C:23]4=[N:24][CH:25]=[CH:26][CH:27]=[C:22]4[O:21][CH2:20]3)=[CH:15][CH:14]=2)[CH2:8][CH2:7]1)=O)C.N1CCC([O:35][CH2:36][C:37]([NH2:39])=[O:38])CC1. (8) Given the product [Cl:1][C:2]1[CH:10]=[CH:9][C:5]([C:6]([NH:56][CH2:55][C:54]2[CH:53]=[CH:52][C:51]([C:50]([F:49])([F:59])[F:60])=[CH:58][CH:57]=2)=[O:8])=[CH:4][N:3]=1, predict the reactants needed to synthesize it. The reactants are: [Cl:1][C:2]1[CH:10]=[CH:9][C:5]([C:6]([OH:8])=O)=[CH:4][N:3]=1.CN(C(ON1N=NC2C=CC=CC1=2)=[N+](C)C)C.F[P-](F)(F)(F)(F)F.CN(C=O)C.C(N(CC)C(C)C)(C)C.[F:49][C:50]([F:60])([F:59])[C:51]1[CH:58]=[CH:57][C:54]([CH2:55][NH2:56])=[CH:53][CH:52]=1.